Dataset: Catalyst prediction with 721,799 reactions and 888 catalyst types from USPTO. Task: Predict which catalyst facilitates the given reaction. (1) Reactant: C([O:5][C:6](=[O:17])[CH2:7][C@@:8]1([CH2:15][NH2:16])[CH2:14][C@@H:13]2[C@H:9]1[CH:10]=[CH:11][CH2:12]2)(C)(C)C. Product: [NH2:16][CH2:15][C@:8]1([CH2:7][C:6]([OH:17])=[O:5])[CH2:14][C@@H:13]2[C@H:9]1[CH:10]=[CH:11][CH2:12]2. The catalyst class is: 601. (2) Reactant: [NH2:1][C:2]1[CH:7]=[C:6]([O:8][C:9]2[CH:14]=[CH:13][C:12]([NH:15][C:16]([C:18]3([C:21]([NH:23][C:24]4[CH:29]=[CH:28][C:27]([F:30])=[CH:26][CH:25]=4)=[O:22])[CH2:20][CH2:19]3)=[O:17])=[C:11]([F:31])[C:10]=2[F:32])[CH:5]=[CH:4][N:3]=1.C([N:35]([CH2:38]C)CC)C.ClC([O:43][C:44]1[CH:49]=CC=C[CH:45]=1)=O.C(=O)([O-])[OH:51].[Na+]. Product: [F:31][C:11]1[C:10]([F:32])=[C:9]([O:8][C:6]2[CH:5]=[CH:4][N:3]=[C:2]([NH:1][C:38]([N:35]3[CH2:45][CH:44]([OH:43])[CH2:49]3)=[O:51])[CH:7]=2)[CH:14]=[CH:13][C:12]=1[NH:15][C:16]([C:18]1([C:21]([NH:23][C:24]2[CH:29]=[CH:28][C:27]([F:30])=[CH:26][CH:25]=2)=[O:22])[CH2:19][CH2:20]1)=[O:17]. The catalyst class is: 54. (3) Reactant: C([O:3][C:4]([C:6]1[N:7]=[CH:8][S:9][C:10]=1[NH:11][C:12]1[CH:13]=[N:14][CH:15]=[CH:16][CH:17]=1)=[O:5])C.[OH-].[K+]. Product: [N:14]1[CH:15]=[CH:16][CH:17]=[C:12]([NH:11][C:10]2[S:9][CH:8]=[N:7][C:6]=2[C:4]([OH:5])=[O:3])[CH:13]=1. The catalyst class is: 24. (4) Reactant: [C:1]([O:5][C:6](=[O:21])[NH:7][C@@H:8]1[C@@H:12]([NH2:13])[CH2:11][N:10]([CH2:14][C:15]2[CH:20]=[CH:19][CH:18]=[CH:17][CH:16]=2)[CH2:9]1)([CH3:4])([CH3:3])[CH3:2].C[O:23][C:24](=O)[CH2:25][CH:26]([CH3:30])[CH2:27][CH:28]=O.C(O[BH-](OC(=O)C)OC(=O)C)(=O)C.[Na+]. Product: [C:1]([O:5][C:6](=[O:21])[NH:7][C@@H:8]1[C@@H:12]([N:13]2[CH2:28][CH2:27][CH:26]([CH3:30])[CH2:25][C:24]2=[O:23])[CH2:11][N:10]([CH2:14][C:15]2[CH:16]=[CH:17][CH:18]=[CH:19][CH:20]=2)[CH2:9]1)([CH3:4])([CH3:2])[CH3:3]. The catalyst class is: 2. (5) Reactant: [SH-].[Na+].[CH3:3][C:4]1([CH3:14])[O:8][N:7]=[C:6]([S:9]([CH2:12][CH3:13])(=O)=O)[CH2:5]1.C(=O)([O-])[O-].[K+].[K+].C(S([O-])=O)O.[Na+].BrC[C:29]1[CH:30]=[N:31][CH:32]=C[C:34]=1[C:35]([F:38])([F:37])[F:36]. Product: [CH3:3][C:4]1([CH3:14])[O:8][N:7]=[C:6]([S:9][CH2:12][C:13]2[CH:32]=[N:31][CH:30]=[CH:29][C:34]=2[C:35]([F:38])([F:37])[F:36])[CH2:5]1. The catalyst class is: 35.